Predict the product of the given reaction. From a dataset of Forward reaction prediction with 1.9M reactions from USPTO patents (1976-2016). (1) Given the reactants [CH:1]12[N:8]([C:9]([O:11][C:12]([CH3:15])([CH3:14])[CH3:13])=[O:10])[CH:5]([CH2:6][CH2:7]1)[CH2:4][NH:3][CH2:2]2.Br[C:17]1[C:22]([Cl:23])=[CH:21][CH:20]=[CH:19][N:18]=1.C(=O)([O-])[O-].[K+].[K+], predict the reaction product. The product is: [Cl:23][C:22]1[C:17]([N:3]2[CH2:4][CH:5]3[N:8]([C:9]([O:11][C:12]([CH3:15])([CH3:14])[CH3:13])=[O:10])[CH:1]([CH2:7][CH2:6]3)[CH2:2]2)=[N:18][CH:19]=[CH:20][CH:21]=1. (2) The product is: [Cl:18][C:15]1[CH:16]=[CH:17][C:12]([C:10]([C:3]2[CH:4]=[CH:5][C:6]([OH:8])=[CH:7][C:2]=2[OH:22])=[O:11])=[CH:13][CH:14]=1. Given the reactants Cl[C:2]1[CH:7]=[C:6]([O:8]C)[CH:5]=[CH:4][C:3]=1[C:10]([C:12]1[CH:17]=[CH:16][C:15]([Cl:18])=[CH:14][CH:13]=1)=[O:11].Br.CC(O)=[O:22], predict the reaction product. (3) The product is: [CH2:3]([O:5]/[C:6](=[CH:12]\[C:13]1[CH:18]=[CH:17][C:16]([C:19]2[CH:24]=[CH:23][CH:22]=[C:21]([N:25]([CH3:34])[C:26]([NH:28][CH2:29][CH2:30][CH2:31][CH2:32][CH3:33])=[O:27])[CH:20]=2)=[CH:15][CH:14]=1)/[C:7]([OH:9])=[O:8])[CH3:4]. Given the reactants [OH-].[Li+].[CH2:3]([O:5]/[C:6](=[CH:12]\[C:13]1[CH:18]=[CH:17][C:16]([C:19]2[CH:24]=[CH:23][CH:22]=[C:21]([N:25]([CH3:34])[C:26]([NH:28][CH2:29][CH2:30][CH2:31][CH2:32][CH3:33])=[O:27])[CH:20]=2)=[CH:15][CH:14]=1)/[C:7]([O:9]CC)=[O:8])[CH3:4].C(O)(=O)C.O, predict the reaction product. (4) The product is: [O:10]1[CH2:15][CH2:14][O:11][C:6]2[CH:5]=[C:4]([C:3]([O:2][CH3:1])=[O:12])[CH:9]=[CH:8][C:7]1=2. Given the reactants [CH3:1][O:2][C:3](=[O:12])[C:4]1[CH:9]=[CH:8][C:7]([OH:10])=[C:6]([OH:11])[CH:5]=1.Br[CH2:14][CH2:15]Br.[OH-].[K+], predict the reaction product. (5) Given the reactants [NH2:1][C@H:2]([C:10]([NH2:12])=[O:11])[CH2:3][C:4]1[CH:9]=[CH:8][CH:7]=[CH:6][CH:5]=1.C(N[S:17]([C:20]1[CH:21]=[C:22]2[C:26](=[CH:27][CH:28]=1)[NH:25][C:24](=[O:29])[C:23]2=[O:30])(=[O:19])=[O:18])CC, predict the reaction product. The product is: [O:29]=[C:24]1[C:23](=[O:30])[C:22]2[C:26](=[CH:27][CH:28]=[C:20]([S:17]([NH:1][C@@H:2]([CH2:3][C:4]3[CH:9]=[CH:8][CH:7]=[CH:6][CH:5]=3)[C:10]([NH2:12])=[O:11])(=[O:19])=[O:18])[CH:21]=2)[NH:25]1.